The task is: Regression. Given a peptide amino acid sequence and an MHC pseudo amino acid sequence, predict their binding affinity value. This is MHC class I binding data.. This data is from Peptide-MHC class I binding affinity with 185,985 pairs from IEDB/IMGT. The peptide sequence is VLDCRTAFK. The MHC is HLA-A31:01 with pseudo-sequence HLA-A31:01. The binding affinity (normalized) is 0.385.